This data is from Peptide-MHC class I binding affinity with 185,985 pairs from IEDB/IMGT. The task is: Regression. Given a peptide amino acid sequence and an MHC pseudo amino acid sequence, predict their binding affinity value. This is MHC class I binding data. (1) The peptide sequence is FLNRFTTTL. The MHC is HLA-A68:02 with pseudo-sequence HLA-A68:02. The binding affinity (normalized) is 0.477. (2) The peptide sequence is TSNLQEQIGW. The MHC is HLA-A33:01 with pseudo-sequence HLA-A33:01. The binding affinity (normalized) is 0.